From a dataset of HIV replication inhibition screening data with 41,000+ compounds from the AIDS Antiviral Screen. Binary Classification. Given a drug SMILES string, predict its activity (active/inactive) in a high-throughput screening assay against a specified biological target. (1) The molecule is N=c1[nH]nc(Sc2ccc(N)cc2)s1. The result is 0 (inactive). (2) The compound is CC(CC(=O)CCC(=O)Nc1cccc(C(F)(F)F)c1)=NNC(=O)NN. The result is 0 (inactive).